This data is from Peptide-MHC class I binding affinity with 185,985 pairs from IEDB/IMGT. The task is: Regression. Given a peptide amino acid sequence and an MHC pseudo amino acid sequence, predict their binding affinity value. This is MHC class I binding data. The peptide sequence is RAMDVYCHR. The binding affinity (normalized) is 0.0847. The MHC is HLA-B57:01 with pseudo-sequence HLA-B57:01.